Dataset: Full USPTO retrosynthesis dataset with 1.9M reactions from patents (1976-2016). Task: Predict the reactants needed to synthesize the given product. (1) Given the product [Cl:23][C:24]1[CH:33]=[C:32]([O:34][CH3:35])[CH:31]=[CH:30][C:25]=1[C:26]1[O:1][C:2]2[C:3]([C:20](=[O:22])[CH:21]=1)=[C:4]([O:18][CH3:19])[CH:5]=[C:6]([O:16][CH3:17])[C:7]=2[C@@H:8]1[CH2:12][CH2:11][N:10]([CH3:13])[C@H:9]1[CH2:14][OH:15], predict the reactants needed to synthesize it. The reactants are: [OH:1][C:2]1[C:7]([C@@H:8]2[CH2:12][CH2:11][N:10]([CH3:13])[C@H:9]2[CH2:14][OH:15])=[C:6]([O:16][CH3:17])[CH:5]=[C:4]([O:18][CH3:19])[C:3]=1[C:20](=[O:22])[CH3:21].[Cl:23][C:24]1[CH:33]=[C:32]([O:34][CH3:35])[CH:31]=[CH:30][C:25]=1[C:26](OC)=O.[H-].[Na+]. (2) Given the product [N:18]1([NH:27][C:15]([C:11]2[C:12]([CH3:14])=[N:13][C:8]([C:4]3[CH:5]=[CH:6][CH:7]=[C:2]([F:1])[CH:3]=3)=[N:9][CH:10]=2)=[O:16])[C:26]2[C:21](=[N:22][CH:23]=[CH:24][CH:25]=2)[CH:20]=[CH:19]1, predict the reactants needed to synthesize it. The reactants are: [F:1][C:2]1[CH:3]=[C:4]([C:8]2[N:13]=[C:12]([CH3:14])[C:11]([C:15](Cl)=[O:16])=[CH:10][N:9]=2)[CH:5]=[CH:6][CH:7]=1.[N:18]1([NH2:27])[C:26]2[C:21](=[N:22][CH:23]=[CH:24][CH:25]=2)[CH:20]=[CH:19]1.C(=O)([O-])[O-].[K+].[K+]. (3) Given the product [BrH:11].[Br:11][CH2:9][C:8]([C:4]1[CH:5]=[N:6][CH:7]=[C:2]([CH3:1])[CH:3]=1)=[O:10], predict the reactants needed to synthesize it. The reactants are: [CH3:1][C:2]1[CH:3]=[C:4]([C:8](=[O:10])[CH3:9])[CH:5]=[N:6][CH:7]=1.[BrH:11].BrBr.C(OCC)C. (4) Given the product [CH3:24][O:23][C:20]1[CH:21]=[CH:22][C:17]([C:16]([NH:15][C:6]2([C:4]([OH:5])=[O:3])[CH2:14][C:13]3[N:12]=[CH:11][CH:10]=[CH:9][C:8]=3[CH2:7]2)=[O:35])=[CH:18][C:19]=1[O:25][CH2:26][CH2:27][C:28]1[CH:29]=[C:30]([CH3:34])[CH:31]=[CH:32][CH:33]=1, predict the reactants needed to synthesize it. The reactants are: C([O:3][C:4]([C:6]1([NH:15][C:16](=[O:35])[C:17]2[CH:22]=[CH:21][C:20]([O:23][CH3:24])=[C:19]([O:25][CH2:26][CH2:27][C:28]3[CH:29]=[C:30]([CH3:34])[CH:31]=[CH:32][CH:33]=3)[CH:18]=2)[CH2:14][C:13]2[N:12]=[CH:11][CH:10]=[CH:9][C:8]=2[CH2:7]1)=[O:5])C.[OH-].[Li+]. (5) Given the product [F:13][C:2]1([F:1])[CH2:3][CH2:4][CH:5]([CH2:8][CH2:9][C:10](=[O:12])[C:21]([F:32])([F:31])[F:20])[CH2:6][CH2:7]1, predict the reactants needed to synthesize it. The reactants are: [F:1][C:2]1([F:13])[CH2:7][CH2:6][CH:5]([CH2:8][CH2:9][C:10]([OH:12])=O)[CH2:4][CH2:3]1.C(Cl)(=O)C(Cl)=O.[F:20][C:21]([F:32])([F:31])C(OC(=O)[C:21]([F:32])([F:31])[F:20])=O.N1C=CC=CC=1. (6) The reactants are: [Cl:1][C:2]1[C:9]([N+:10]([O-])=O)=[CH:8][C:5]([C:6]#[N:7])=[CH:4][C:3]=1[N:13]1[CH2:18][CH2:17][N:16]([CH3:19])[CH2:15][C:14]1=[O:20].[Cl-].[NH4+].C(=O)(O)[O-].[Na+].CCOC(C)=O. Given the product [NH2:10][C:9]1[CH:8]=[C:5]([CH:4]=[C:3]([N:13]2[CH2:18][CH2:17][N:16]([CH3:19])[CH2:15][C:14]2=[O:20])[C:2]=1[Cl:1])[C:6]#[N:7], predict the reactants needed to synthesize it. (7) Given the product [CH3:1][O:2][C:3]1[CH:4]=[C:5]([CH:32]=[CH:33][C:34]=1[O:35][CH3:36])[CH2:6][C:7]1[N:11]([C:12]2[CH:17]=[C:16]([CH:18]3[CH2:20][CH:19]3[C:38]3[CH:43]=[CH:42][C:41]([CH3:44])=[CH:40][N:39]=3)[N:15]=[C:14]([CH3:30])[N:13]=2)[N:10]=[C:9]([CH3:31])[N:8]=1, predict the reactants needed to synthesize it. The reactants are: [CH3:1][O:2][C:3]1[CH:4]=[C:5]([CH:32]=[CH:33][C:34]=1[O:35][CH3:36])[CH2:6][C:7]1[N:11]([C:12]2[CH:17]=[C:16]([CH:18]3[CH2:20][CH:19]3B3OC(C)(C)C(C)(C)O3)[N:15]=[C:14]([CH3:30])[N:13]=2)[N:10]=[C:9]([CH3:31])[N:8]=1.Br[C:38]1[CH:43]=[CH:42][C:41]([CH3:44])=[CH:40][N:39]=1.C(=O)([O-])[O-].[Cs+].[Cs+].C(P(C12CC3CC(CC(C3)C1)C2)C12CC3CC(CC(C3)C1)C2)CCC. (8) Given the product [Br:12][C:13]1[CH:18]=[CH:17][CH:16]=[CH:15][C:14]=1[C:19](=[O:21])[CH2:20][C:5](=[O:7])[C:4]([O:10][CH3:11])=[O:9], predict the reactants needed to synthesize it. The reactants are: [Na].CO.[C:4]([O:10][CH3:11])(=[O:9])[C:5]([O:7]C)=O.[Br:12][C:13]1[CH:18]=[CH:17][CH:16]=[CH:15][C:14]=1[C:19](=[O:21])[CH3:20]. (9) Given the product [OH:31][CH2:32][C:33]1[S:34][C:35]2[C:40]([N:41]=1)=[CH:39][C:38]([NH:42][C:20]([C:7]1[N:8]([CH2:12][C:13]3[CH:18]=[CH:17][CH:16]=[C:15]([CH3:19])[CH:14]=3)[C:9]3[C:5]([CH:6]=1)=[CH:4][C:3]([C:2]([F:1])([F:26])[F:25])=[CH:11][CH:10]=3)=[O:21])=[CH:37][N:36]=2, predict the reactants needed to synthesize it. The reactants are: [F:1][C:2]([F:26])([F:25])[C:3]1[CH:4]=[C:5]2[C:9](=[CH:10][CH:11]=1)[N:8]([CH2:12][C:13]1[CH:18]=[CH:17][CH:16]=[C:15]([CH3:19])[CH:14]=1)[C:7]([C:20](OCC)=[O:21])=[CH:6]2.CC(C)(C)C([O:31][CH2:32][C:33]1[S:34][C:35]2[C:40]([N:41]=1)=[CH:39][C:38]([NH2:42])=[CH:37][N:36]=2)=O.C[Al](C)C. (10) Given the product [O:10]1[CH:9]=[CH:8][CH:12]=[C:11]1[CH2:13][NH:14][CH2:6][C:2]1[S:1][CH:5]=[CH:4][CH:3]=1, predict the reactants needed to synthesize it. The reactants are: [S:1]1[CH:5]=[CH:4][CH:3]=[C:2]1[CH:6]=O.[CH:8]1[CH:12]=[C:11]([CH2:13][NH2:14])[O:10][CH:9]=1.